From a dataset of Acute oral toxicity (LD50) regression data from Zhu et al.. Regression/Classification. Given a drug SMILES string, predict its toxicity properties. Task type varies by dataset: regression for continuous values (e.g., LD50, hERG inhibition percentage) or binary classification for toxic/non-toxic outcomes (e.g., AMES mutagenicity, cardiotoxicity, hepatotoxicity). Dataset: ld50_zhu. (1) The drug is C=Cc1cccc(C)c1. The rat oral LD50 is 1.72, given as -log10 of the dose in mol/kg body weight (higher means more acutely toxic). (2) The drug is O=C1CSc2ncccc2N1. The rat oral LD50 is 2.20, given as -log10 of the dose in mol/kg body weight (higher means more acutely toxic). (3) The drug is CC(C)c1ccc(-c2ccccc2)cc1. The rat oral LD50 is 1.36, given as -log10 of the dose in mol/kg body weight (higher means more acutely toxic). (4) The drug is OCCOc1ccc(Cl)cc1Cl. The rat oral LD50 is 2.17, given as -log10 of the dose in mol/kg body weight (higher means more acutely toxic). (5) The drug is CC(=O)Oc1ccc(C2(c3ccc(OC(C)=O)cc3)C(=O)Nc3ccccc32)cc1. The rat oral LD50 is 2.33, given as -log10 of the dose in mol/kg body weight (higher means more acutely toxic). (6) The compound is N=C(N)NCCCCCCCCNCCCCCCCCNC(=N)N. The rat oral LD50 is 3.07, given as -log10 of the dose in mol/kg body weight (higher means more acutely toxic).